From a dataset of Reaction yield outcomes from USPTO patents with 853,638 reactions. Predict the reaction yield, written as a fraction of the theoretical maximum amount of product (1.0 means a 100% yield; for example, 0.34 means a 34% yield). (1) The reactants are C(O[C:5]1[C:9]2[CH:10]=[CH:11][CH:12]=[CH:13][C:8]=2[O:7][C:6]=1C)(=O)C.[OH-:15].[Na+].[CH2:17]([OH:19])[CH3:18]. The catalyst is C(OCC)(=O)C. The product is [O:7]1[C:8]2[CH:13]=[CH:12][CH:11]=[CH:10][C:9]=2[C:5]([CH2:18][C:17]([OH:15])=[O:19])=[CH:6]1. The yield is 0.930. (2) The reactants are [NH2:1][C:2]1[CH:3]=[C:4]([CH2:8][CH2:9][N:10]2[C:15]3[N:16]=[C:17]([NH:20][CH2:21][CH2:22][CH2:23][CH2:24][N:25]([CH2:28][CH3:29])[CH2:26][CH3:27])[N:18]=[CH:19][C:14]=3[CH:13]=[C:12]([C:30]3[CH:35]=[C:34]([O:36][CH3:37])[CH:33]=[C:32]([O:38][CH3:39])[C:31]=3[F:40])[C:11]2=[O:41])[CH:5]=[CH:6][CH:7]=1.[C:42](Cl)(=[O:45])[CH:43]=[CH2:44]. The catalyst is C(Cl)Cl.CO. The product is [F:40][C:31]1[C:32]([O:38][CH3:39])=[CH:33][C:34]([O:36][CH3:37])=[CH:35][C:30]=1[C:12]1[C:11](=[O:41])[N:10]([CH2:9][CH2:8][C:4]2[CH:3]=[C:2]([NH:1][C:42](=[O:45])[CH:43]=[CH2:44])[CH:7]=[CH:6][CH:5]=2)[C:15]2[N:16]=[C:17]([NH:20][CH2:21][CH2:22][CH2:23][CH2:24][N:25]([CH2:28][CH3:29])[CH2:26][CH3:27])[N:18]=[CH:19][C:14]=2[CH:13]=1. The yield is 0.140. (3) The reactants are [CH:1]1[CH:6]=[N:5][CH:4]=[C:3]([C:7]([OH:9])=[O:8])[CH:2]=1.[CH2:10](N(C(C)C)C(C)C)C.CCN=C=NCCCN(C)C.Cl.C1C=CC2N(O)N=NC=2C=1.[CH2:41]([C:44]1[CH:49]=[CH:48][C:47]([O:50][C:51](=[O:58])[CH2:52][CH:53](O)[C:54]([OH:56])=[O:55])=[C:46]([O:59][CH3:60])[CH:45]=1)[CH:42]=[CH2:43]. The catalyst is ClCCl. The product is [CH3:10][O:56][C:54](=[O:55])[CH:53]([O:8][C:7]([C:3]1[CH:4]=[N:5][CH:6]=[CH:1][CH:2]=1)=[O:9])[CH2:52][C:51]([O:50][C:47]1[CH:48]=[CH:49][C:44]([CH2:41][CH:42]=[CH2:43])=[CH:45][C:46]=1[O:59][CH3:60])=[O:58]. The yield is 0.510. (4) The reactants are [Br:1][C:2]1[CH:7]=[CH:6][C:5]([NH:8][C:9]2[C:10]([C:17](O)=[O:18])=[CH:11][N:12]([CH3:16])[C:13](=[O:15])[CH:14]=2)=[C:4]([F:20])[CH:3]=1.CC[N:23]=C=NCCCN(C)C.Cl.C1C=CC2N(O)N=NC=2C=1.[NH4+].[Cl-].CCN(CC)CC. The catalyst is CN(C=O)C.CCOC(C)=O. The product is [Br:1][C:2]1[CH:7]=[CH:6][C:5]([NH:8][C:9]2[C:10]([C:17]([NH2:23])=[O:18])=[CH:11][N:12]([CH3:16])[C:13](=[O:15])[CH:14]=2)=[C:4]([F:20])[CH:3]=1. The yield is 0.760. (5) The reactants are [Li]CCCC.[O:6]1[C:10]2[CH:11]=[CH:12][CH:13]=[CH:14][C:9]=2[CH:8]=[CH:7]1.[Cl:15][CH2:16][CH2:17][CH2:18]I.[NH4+].[Cl-]. The catalyst is C1COCC1.[Cu]I. The product is [Cl:15][CH2:16][CH2:17][CH2:18][C:7]1[O:6][C:10]2[CH:11]=[CH:12][CH:13]=[CH:14][C:9]=2[CH:8]=1. The yield is 0.260. (6) The reactants are Br[C:2]1[CH:11]=[CH:10][C:5]([C:6]([O:8][CH3:9])=[O:7])=[CH:4][C:3]=1[CH3:12].COC1C=C(OC)C=CC=1C1C=CC(C(O)=O)=CC=1C.[CH3:33][C:34]1[C:38](B2OC(C)(C)C(C)(C)O2)=[C:37]([CH3:48])[O:36][N:35]=1.C(=O)([O-])[O-].[K+].[K+]. The catalyst is C1(C)C=CC=CC=1.CCOC(C)=O.C1C=CC([P]([Pd]([P](C2C=CC=CC=2)(C2C=CC=CC=2)C2C=CC=CC=2)([P](C2C=CC=CC=2)(C2C=CC=CC=2)C2C=CC=CC=2)[P](C2C=CC=CC=2)(C2C=CC=CC=2)C2C=CC=CC=2)(C2C=CC=CC=2)C2C=CC=CC=2)=CC=1.O. The product is [CH3:33][C:34]1[C:38]([C:2]2[CH:11]=[CH:10][C:5]([C:6]([O:8][CH3:9])=[O:7])=[CH:4][C:3]=2[CH3:12])=[C:37]([CH3:48])[O:36][N:35]=1. The yield is 0.990. (7) The reactants are [CH3:1][O:2][C:3]1[C:8]([C:9]2[C:22]3[C:17](=[CH:18][C:19]([O:25][CH2:26][CH3:27])=[C:20]([O:23][CH3:24])[CH:21]=3)[C@@H:16]3[C@@H:11]([CH2:12][CH2:13][C@@H:14]([OH:28])[CH2:15]3)[N:10]=2)=[CH:7][CH:6]=[C:5]([O:29][CH3:30])[N:4]=1.[CH3:31][S:32](O)(=[O:34])=[O:33]. The catalyst is O1CCCC1. The product is [S:32]([O:28][C@@H:14]1[CH2:13][CH2:12][C@@H:11]2[C@@H:16]([C:17]3[C:22]([C:9]([C:8]4[C:3]([O:2][CH3:1])=[N:4][C:5]([O:29][CH3:30])=[CH:6][CH:7]=4)=[N:10]2)=[CH:21][C:20]([O:23][CH3:24])=[C:19]([O:25][CH2:26][CH3:27])[CH:18]=3)[CH2:15]1)(=[O:34])(=[O:33])[CH3:31]. The yield is 0.950. (8) The reactants are [CH3:1][Si:2]([CH3:15])([CH3:14])[CH2:3][CH2:4][O:5][CH2:6][N:7]1[CH:11]=[C:10]([C:12]#[N:13])[N:9]=[CH:8]1.C1C(=O)N([Br:23])C(=O)C1.CC(N=NC(C#N)(C)C)(C#N)C. The catalyst is C(Cl)(Cl)(Cl)Cl.CCOC(C)=O. The product is [Br:23][C:8]1[N:7]([CH2:6][O:5][CH2:4][CH2:3][Si:2]([CH3:15])([CH3:14])[CH3:1])[CH:11]=[C:10]([C:12]#[N:13])[N:9]=1. The yield is 0.770. (9) The reactants are [CH2:1]([C:4]1[CH:9]=[CH:8][C:7]([C:10]2[O:14][N:13]=[C:12]([C:15]3[CH:23]=[CH:22][CH:21]=[C:20]4[C:16]=3[CH2:17][CH2:18][N:19]4[CH2:24][C:25]3([NH:33]C(=O)OC(C)(C)C)[CH2:30][O:29]C(C)(C)[O:27][CH2:26]3)[N:11]=2)=[CH:6][CH:5]=1)[CH2:2][CH3:3].C(OC1C=C(C2ON=C(C3C=CC=C4C=3CCN4CC3(NC(=O)OCCCC)COC(C)(C)OC3)N=2)C=CC=1OCC)C. No catalyst specified. The product is [NH2:33][C:25]([CH2:24][N:19]1[C:20]2[C:16](=[C:15]([C:12]3[N:11]=[C:10]([C:7]4[CH:6]=[CH:5][C:4]([CH2:1][CH2:2][CH3:3])=[CH:9][CH:8]=4)[O:14][N:13]=3)[CH:23]=[CH:22][CH:21]=2)[CH2:17][CH2:18]1)([CH2:30][OH:29])[CH2:26][OH:27]. The yield is 0.800.